From a dataset of Reaction yield outcomes from USPTO patents with 853,638 reactions. Predict the reaction yield, written as a fraction of the theoretical maximum amount of product (1.0 means a 100% yield; for example, 0.34 means a 34% yield). (1) The reactants are Cl[C:2]1[C:7]([C:8]([OH:10])=[O:9])=[CH:6][C:5]([F:11])=[C:4](Cl)[N:3]=1.C([O-])(=O)C.[Na+].[H][H]. The catalyst is CO.[Pd]. The product is [F:11][C:5]1[CH:4]=[N:3][CH:2]=[C:7]([CH:6]=1)[C:8]([OH:10])=[O:9]. The yield is 0.640. (2) The reactants are [NH2:1][C:2]1[S:3]/[C:4](=[CH:8]\[C:9]2[CH:14]=[C:13]([O:15][CH2:16][CH2:17][CH3:18])[C:12]([OH:19])=[C:11]([Cl:20])[CH:10]=2)/[C:5](=[O:7])[N:6]=1.Br.Br[CH2:23][C:24]([C:26]1[CH:31]=[N:30][CH:29]=[CH:28][N:27]=1)=O. No catalyst specified. The product is [Cl:20][C:11]1[CH:10]=[C:9](/[CH:8]=[C:4]2/[C:5](=[O:7])[N:6]3[CH:23]=[C:24]([C:26]4[CH:31]=[N:30][CH:29]=[CH:28][N:27]=4)[N:1]=[C:2]3[S:3]/2)[CH:14]=[C:13]([O:15][CH2:16][CH2:17][CH3:18])[C:12]=1[OH:19]. The yield is 0.0600. (3) The reactants are Cl.[NH2:2][C:3]1[N:11]=[CH:10][N:9]=[C:8]2[C:4]=1[N:5]=[CH:6][N:7]2[C:12]1[CH:17]=[CH:16][C:15]([NH:18][C:19]([NH:21][C:22]2[CH:27]=[CH:26][C:25]([Cl:28])=[C:24]([C:29]([F:32])([F:31])[F:30])[CH:23]=2)=[O:20])=[CH:14][CH:13]=1.[C:33](O[C:33](=[O:38])[CH2:34][CH2:35][CH2:36][CH3:37])(=[O:38])[CH2:34][CH2:35][CH2:36][CH3:37]. The catalyst is N1C=CC=CC=1.CN(C1C=CN=CC=1)C. The product is [Cl:28][C:25]1[CH:26]=[CH:27][C:22]([NH:21][C:19](=[O:20])[NH:18][C:15]2[CH:14]=[CH:13][C:12]([N:7]3[CH:6]=[N:5][C:4]4[C:8]3=[N:9][CH:10]=[N:11][C:3]=4[NH:2][C:33](=[O:38])[CH2:34][CH2:35][CH2:36][CH3:37])=[CH:17][CH:16]=2)=[CH:23][C:24]=1[C:29]([F:31])([F:32])[F:30]. The yield is 0.560. (4) The reactants are Cl.C([O:4][CH2:5][CH2:6][O:7][NH:8][C:9]([C:11]1[C:16]([NH:17][C:18]2[CH:23]=[CH:22][C:21]([Br:24])=[CH:20][C:19]=2[F:25])=[CH:15][C:14](=[O:26])[N:13]([CH3:27])[CH:12]=1)=[O:10])=C.CCO.[OH-].[Na+]. The catalyst is CCOC(C)=O.C1COCC1. The product is [OH:4][CH2:5][CH2:6][O:7][NH:8][C:9]([C:11]1[C:16]([NH:17][C:18]2[CH:23]=[CH:22][C:21]([Br:24])=[CH:20][C:19]=2[F:25])=[CH:15][C:14](=[O:26])[N:13]([CH3:27])[CH:12]=1)=[O:10]. The yield is 0.760. (5) The reactants are [Br:1][C:2]1[N:7]=[CH:6][C:5]2[CH:8]=[C:9]([C:15]3[CH:16]=[N:17][N:18]([CH2:20][C:21]4[CH:25]=[C:24]([CH3:26])[O:23][N:22]=4)[CH:19]=3)[N:10](S(C)(=O)=O)[C:4]=2[CH:3]=1.C1CCN2C(=NCCC2)CC1.[C:38](O[C:38]([O:40][C:41]([CH3:44])([CH3:43])[CH3:42])=[O:39])([O:40][C:41]([CH3:44])([CH3:43])[CH3:42])=[O:39].C(N(CC)CC)C. The catalyst is C1COCC1.C(OCC)(=O)C.O.CN(C1C=CN=CC=1)C. The product is [Br:1][C:2]1[N:7]=[CH:6][C:5]2[CH:8]=[C:9]([C:15]3[CH:16]=[N:17][N:18]([CH2:20][C:21]4[CH:25]=[C:24]([CH3:26])[O:23][N:22]=4)[CH:19]=3)[N:10]([C:38]([O:40][C:41]([CH3:44])([CH3:43])[CH3:42])=[O:39])[C:4]=2[CH:3]=1. The yield is 0.444. (6) The reactants are [F:1][C:2]1[CH:7]=[CH:6][C:5]([F:8])=[CH:4][C:3]=1[C@H:9]1[CH2:13][CH2:12][CH2:11][N:10]1[C:14]1[CH:15]=[CH:16][C:17]2[N:18]([C:20]([NH2:23])=[CH:21][N:22]=2)[N:19]=1.[C:24]([C:26]1[CH:27]=[C:28]([N:32]=[C:33]=[O:34])[CH:29]=[CH:30][CH:31]=1)#[N:25]. The catalyst is C(Cl)Cl. The product is [C:24]([C:26]1[CH:27]=[C:28]([NH:32][C:33]([NH:23][C:20]2[N:18]3[N:19]=[C:14]([N:10]4[CH2:11][CH2:12][CH2:13][C@@H:9]4[C:3]4[CH:4]=[C:5]([F:8])[CH:6]=[CH:7][C:2]=4[F:1])[CH:15]=[CH:16][C:17]3=[N:22][CH:21]=2)=[O:34])[CH:29]=[CH:30][CH:31]=1)#[N:25]. The yield is 0.370. (7) The reactants are CS(Cl)(=O)=O.[Cl:6][C:7]1[C:15]2[N:14]=[C:13]([NH:16][C:17]3[CH:22]=[CH:21][C:20]([Cl:23])=[CH:19][C:18]=3[Cl:24])[N:12]([CH2:25][CH2:26][CH2:27]O)[C:11]=2[C:10]([C:29]([O:31][CH3:32])=[O:30])=[CH:9][CH:8]=1.S([O-])(=O)(=O)C.C(=O)([O-])[O-].[K+].[K+]. The catalyst is O1CCCC1.C(=O)([O-])O.[Na+].CN(C)C=O.C(N(CC)CC)C.N1C=CC=CC=1. The product is [Cl:6][C:7]1[CH:8]=[CH:9][C:10]([C:29]([O:31][CH3:32])=[O:30])=[C:11]2[C:15]=1[N:14]=[C:13]1[N:16]([C:17]3[CH:22]=[CH:21][C:20]([Cl:23])=[CH:19][C:18]=3[Cl:24])[CH2:27][CH2:26][CH2:25][N:12]21. The yield is 0.870. (8) The reactants are [CH3:1][O:2][C:3](=[O:14])[C:4]1[CH:9]=[CH:8][C:7](F)=[C:6]([N+:11]([O-:13])=[O:12])[CH:5]=1.C(=O)([O-])[O-].[K+].[K+].Cl.[Cl:22][CH2:23][CH2:24][NH2:25]. The product is [CH3:1][O:2][C:3](=[O:14])[C:4]1[CH:9]=[CH:8][C:7]([NH:25][CH2:24][CH2:23][Cl:22])=[C:6]([N+:11]([O-:13])=[O:12])[CH:5]=1. The yield is 0.980. The catalyst is CN(C=O)C.